Dataset: Catalyst prediction with 721,799 reactions and 888 catalyst types from USPTO. Task: Predict which catalyst facilitates the given reaction. (1) Reactant: C(OC([N:8]1[CH2:13][CH2:12][CH:11]([O:14][C:15]2[CH:20]=[CH:19][CH:18]=[CH:17][C:16]=2[N+:21]([O-:23])=[O:22])[CH2:10][CH2:9]1)=O)(C)(C)C.[ClH:24].CCOCC. Product: [ClH:24].[N+:21]([C:16]1[CH:17]=[CH:18][CH:19]=[CH:20][C:15]=1[O:14][CH:11]1[CH2:12][CH2:13][NH:8][CH2:9][CH2:10]1)([O-:23])=[O:22]. The catalyst class is: 12. (2) Reactant: [Cl:1][C:2]1[CH:3]=[CH:4][C:5]([OH:10])=[C:6]([CH:9]=1)[CH:7]=[O:8].C(=O)([O-])[O-].[K+].[K+].Br[CH2:18][C:19]([O:21][CH3:22])=[O:20]. Product: [CH3:22][O:21][C:19](=[O:20])[CH2:18][O:10][C:5]1[CH:4]=[CH:3][C:2]([Cl:1])=[CH:9][C:6]=1[CH:7]=[O:8]. The catalyst class is: 3. (3) Reactant: Br[C:2]1[CH:3]=[N:4][CH:5]=[CH:6][C:7]=1[C:8]([O:10][CH3:11])=[O:9].[CH2:12]([Zn]CC)[CH3:13].O.Cl. Product: [CH2:12]([C:2]1[CH:3]=[N:4][CH:5]=[CH:6][C:7]=1[C:8]([O:10][CH3:11])=[O:9])[CH3:13]. The catalyst class is: 12. (4) Reactant: [NH:1]1[CH2:6][CH2:5][O:4][CH2:3][CH2:2]1.Cl[C:8]1[N:13]=[C:12]([CH3:14])[C:11]([CH:15]([CH2:20][CH2:21][CH3:22])[C:16]([O:18][CH3:19])=[O:17])=[C:10]([C:23]2[CH:28]=[CH:27][C:26]([CH3:29])=[CH:25][CH:24]=2)[N:9]=1. Product: [CH3:14][C:12]1[C:11]([CH:15]([CH2:20][CH2:21][CH3:22])[C:16]([O:18][CH3:19])=[O:17])=[C:10]([C:23]2[CH:28]=[CH:27][C:26]([CH3:29])=[CH:25][CH:24]=2)[N:9]=[C:8]([N:1]2[CH2:6][CH2:5][O:4][CH2:3][CH2:2]2)[N:13]=1. The catalyst class is: 7. (5) Reactant: C[Si]([N-][Si](C)(C)C)(C)C.[K+].[Br:11][C:12]1[CH:13]=[C:14]([C:22]#[N:23])[C:15]([NH:18][C:19](=[O:21])[CH3:20])=[N:16][CH:17]=1. Product: [NH2:23][C:22]1[C:14]2[C:15](=[N:16][CH:17]=[C:12]([Br:11])[CH:13]=2)[NH:18][C:19](=[O:21])[CH:20]=1. The catalyst class is: 1. (6) Reactant: [F:1][C:2]([F:16])([C:8]1(O)[CH2:13][CH2:12][CH:11]([CH3:14])[CH2:10][CH2:9]1)[C:3]([O:5][CH2:6][CH3:7])=[O:4].S(Cl)(Cl)=O.C(=O)(O)[O-].[Na+]. Product: [F:1][C:2]([F:16])([C:8]1[CH2:13][CH2:12][CH:11]([CH3:14])[CH2:10][CH:9]=1)[C:3]([O:5][CH2:6][CH3:7])=[O:4]. The catalyst class is: 228.